This data is from Full USPTO retrosynthesis dataset with 1.9M reactions from patents (1976-2016). The task is: Predict the reactants needed to synthesize the given product. (1) Given the product [S:1]([N:11]1[C:19]2[CH:18]=[CH:17][N:16]=[C:15]([CH:20]([NH2:22])[CH3:21])[C:14]=2[CH:13]=[CH:12]1)([C:4]1[CH:5]=[CH:6][C:7]([CH3:8])=[CH:9][CH:10]=1)(=[O:3])=[O:2], predict the reactants needed to synthesize it. The reactants are: [S:1]([N:11]1[C:19]2[CH:18]=[CH:17][N:16]=[C:15]([C:20](=[N:22]O)[CH3:21])[C:14]=2[CH:13]=[CH:12]1)([C:4]1[CH:10]=[CH:9][C:7]([CH3:8])=[CH:6][CH:5]=1)(=[O:3])=[O:2].[NH4+].[Cl-]. (2) Given the product [F:12][C:9]1[CH:10]=[CH:11][C:6]2[S:5][CH:4]=[C:3]([CH2:2][CH:13]([CH3:15])[CH3:14])[C:7]=2[CH:8]=1, predict the reactants needed to synthesize it. The reactants are: Br[CH2:2][C:3]1[C:7]2[CH:8]=[C:9]([F:12])[CH:10]=[CH:11][C:6]=2[S:5][CH:4]=1.[CH:13]([Mg]Br)([CH3:15])[CH3:14]. (3) Given the product [F:25][C:24]1[C:19]([CH3:18])=[C:20]([CH2:26][CH2:27][CH2:28][NH:29][C@H:4]2[CH2:5][CH2:6][C@H:1]([C:8]3[CH:17]=[CH:16][C:11]4[NH:12][C:13](=[O:15])[O:14][C:10]=4[CH:9]=3)[CH2:2][CH2:3]2)[CH:21]=[CH:22][CH:23]=1, predict the reactants needed to synthesize it. The reactants are: [CH:1]1([C:8]2[CH:17]=[CH:16][C:11]3[NH:12][C:13](=[O:15])[O:14][C:10]=3[CH:9]=2)[CH2:6][CH2:5][C:4](=O)[CH2:3][CH2:2]1.[CH3:18][C:19]1[C:24]([F:25])=[CH:23][CH:22]=[CH:21][C:20]=1[CH2:26][CH2:27][CH2:28][NH2:29].